Dataset: Full USPTO retrosynthesis dataset with 1.9M reactions from patents (1976-2016). Task: Predict the reactants needed to synthesize the given product. (1) Given the product [CH2:1]([O:8][C:9]1[CH:14]=[CH:13][C:12]([N:28]2[CH2:29][CH2:30][CH:25]([O:24][C:23]3[CH:22]=[CH:21][C:20]([O:19][C:18]([F:17])([F:33])[F:34])=[CH:32][CH:31]=3)[CH2:26][CH2:27]2)=[C:11]([F:16])[CH:10]=1)[C:2]1[CH:7]=[CH:6][CH:5]=[CH:4][CH:3]=1, predict the reactants needed to synthesize it. The reactants are: [CH2:1]([O:8][C:9]1[CH:14]=[CH:13][C:12](Br)=[C:11]([F:16])[CH:10]=1)[C:2]1[CH:7]=[CH:6][CH:5]=[CH:4][CH:3]=1.[F:17][C:18]([F:34])([F:33])[O:19][C:20]1[CH:32]=[CH:31][C:23]([O:24][CH:25]2[CH2:30][CH2:29][NH:28][CH2:27][CH2:26]2)=[CH:22][CH:21]=1.CC(C)([O-])C.[Na+].C1(P(C2C=CC=CC=2)C2C=CC3C(=CC=CC=3)C=2C2C3C(=CC=CC=3)C=CC=2P(C2C=CC=CC=2)C2C=CC=CC=2)C=CC=CC=1.[Cl-].[NH4+]. (2) Given the product [NH2:26][C:24]1[CH:23]=[C:22]([CH3:29])[C:3]([O:4][C:5]2[CH:10]=[CH:9][C:8]([OH:11])=[C:7]([S:12]([C:15]3[CH:16]=[CH:17][C:18]([F:21])=[CH:19][CH:20]=3)(=[O:14])=[O:13])[CH:6]=2)=[C:2]([CH3:1])[CH:25]=1, predict the reactants needed to synthesize it. The reactants are: [CH3:1][C:2]1[CH:25]=[C:24]([N+:26]([O-])=O)[CH:23]=[C:22]([CH3:29])[C:3]=1[O:4][C:5]1[CH:10]=[CH:9][C:8]([OH:11])=[C:7]([S:12]([C:15]2[CH:20]=[CH:19][C:18]([F:21])=[CH:17][CH:16]=2)(=[O:14])=[O:13])[CH:6]=1.